From a dataset of Reaction yield outcomes from USPTO patents with 853,638 reactions. Predict the reaction yield, written as a fraction of the theoretical maximum amount of product (1.0 means a 100% yield; for example, 0.34 means a 34% yield). (1) The reactants are Cl.[CH2:2]([O:8][C:9]1[CH:14]=[CH:13][C:12]2[C:15]3([CH2:21][O:22][C:11]=2[CH:10]=1)[CH2:20][CH2:19][NH:18][CH2:17][CH2:16]3)[CH2:3][CH2:4][CH2:5][CH2:6][CH3:7].[C:23]([O:27][C:28](=[O:33])[CH2:29][CH2:30][CH2:31]Br)([CH3:26])([CH3:25])[CH3:24].[C:34]([O-])([O-])=O.[K+].[K+]. The catalyst is CC#N. The product is [CH2:2]([O:8][C:9]1[CH:14]=[CH:13][C:12]2[C:15]3([CH2:21][O:22][C:11]=2[CH:10]=1)[CH2:16][CH2:17][N:18]([CH2:31][CH2:30][CH2:29][C:28]([O:27][C:23]([CH3:26])([CH3:25])[CH3:24])=[O:33])[CH2:19][CH2:20]3)[CH2:3][CH2:4][CH2:5][CH2:6][CH2:7][CH3:34]. The yield is 0.970. (2) The reactants are BrBr.[F:3][C:4]1[CH:5]=[C:6]([NH:10][C:11]([NH2:13])=[S:12])[CH:7]=[CH:8][CH:9]=1. The catalyst is C(Cl)Cl. The product is [NH2:13][C:11]1[S:12][C:7]2[CH:8]=[CH:9][C:4]([F:3])=[CH:5][C:6]=2[N:10]=1. The yield is 0.500. (3) The reactants are [C:1]([N:5]1[C:9]2[N:10]=[C:11]([NH:14][C:15](=[O:23])[C:16]3[CH:21]=[CH:20][C:19]([CH3:22])=[CH:18][CH:17]=3)[N:12]=[CH:13][C:8]=2[C:7](I)=[CH:6]1)([CH3:4])([CH3:3])[CH3:2].[CH3:25][NH2:26].C1[CH2:31][O:30]CC1. The catalyst is CN(C=O)C.CCOC(C)=O.Cl[Pd](Cl)([P](C1C=CC=CC=1)(C1C=CC=CC=1)C1C=CC=CC=1)[P](C1C=CC=CC=1)(C1C=CC=CC=1)C1C=CC=CC=1. The product is [CH3:25][NH:26][C:31]([C:7]1[C:8]2[CH:13]=[N:12][C:11]([NH:14][C:15](=[O:23])[C:16]3[CH:21]=[CH:20][C:19]([CH3:22])=[CH:18][CH:17]=3)=[N:10][C:9]=2[N:5]([C:1]([CH3:4])([CH3:3])[CH3:2])[CH:6]=1)=[O:30]. The yield is 0.770. (4) The reactants are [C:1](Cl)(=[O:6])[CH2:2][C:3](Cl)=[O:4].[CH3:8][C:9]([C:12]1[CH:17]=[CH:16][C:15]([CH2:18][NH:19][C:20]([NH:22][CH2:23][C:24]2[CH:29]=[CH:28][C:27]([C:30]([CH3:33])([CH3:32])[CH3:31])=[CH:26][CH:25]=2)=[O:21])=[CH:14][CH:13]=1)([CH3:11])[CH3:10]. The catalyst is ClCCl. The product is [CH3:33][C:30]([C:27]1[CH:28]=[CH:29][C:24]([CH2:23][N:22]2[C:3](=[O:4])[CH2:2][C:1](=[O:6])[N:19]([CH2:18][C:15]3[CH:14]=[CH:13][C:12]([C:9]([CH3:11])([CH3:10])[CH3:8])=[CH:17][CH:16]=3)[C:20]2=[O:21])=[CH:25][CH:26]=1)([CH3:31])[CH3:32]. The yield is 0.840. (5) The reactants are [N:1]12[CH2:8][CH2:7][CH:4]([CH2:5][CH2:6]1)[C@@H:3]([O:9][C:10](=[O:61])[NH:11][C:12]1[CH:17]=[C:16](/[CH:18]=[CH:19]/[CH2:20][N:21]3[C:25]4[CH:26]=[CH:27][C:28]([CH2:30][NH:31][CH2:32][C@H:33]([O:46][Si:47]([C:50]([CH3:53])([CH3:52])[CH3:51])([CH3:49])[CH3:48])[C:34]5[CH:43]=[CH:42][C:41]([OH:44])=[C:40]6[C:35]=5[CH:36]=[CH:37][C:38](=[O:45])[NH:39]6)=[CH:29][C:24]=4[O:23][C:22]3=[O:54])[CH:15]=[CH:14][C:13]=1[C:55]1[CH:60]=[CH:59][CH:58]=[CH:57][CH:56]=1)[CH2:2]2.C([O-])=O.[NH4+]. The catalyst is CO.[OH-].[Pd+2].[OH-]. The product is [N:1]12[CH2:6][CH2:5][CH:4]([CH2:7][CH2:8]1)[C@@H:3]([O:9][C:10](=[O:61])[NH:11][C:12]1[CH:17]=[C:16]([CH2:18][CH2:19][CH2:20][N:21]3[C:25]4[CH:26]=[CH:27][C:28]([CH2:30][NH:31][CH2:32][C@H:33]([O:46][Si:47]([C:50]([CH3:53])([CH3:52])[CH3:51])([CH3:49])[CH3:48])[C:34]5[CH:43]=[CH:42][C:41]([OH:44])=[C:40]6[C:35]=5[CH:36]=[CH:37][C:38](=[O:45])[NH:39]6)=[CH:29][C:24]=4[O:23][C:22]3=[O:54])[CH:15]=[CH:14][C:13]=1[C:55]1[CH:60]=[CH:59][CH:58]=[CH:57][CH:56]=1)[CH2:2]2. The yield is 0.130.